From a dataset of Full USPTO retrosynthesis dataset with 1.9M reactions from patents (1976-2016). Predict the reactants needed to synthesize the given product. (1) Given the product [ClH:1].[NH2:3][C:4]([CH:15]1[CH2:16][CH2:17][N:18]([C:28](=[O:30])[CH3:29])[CH2:19][CH2:20]1)([CH2:8][CH2:9][CH2:10][CH2:11][B:12]([OH:14])[OH:13])[C:5]([OH:7])=[O:6], predict the reactants needed to synthesize it. The reactants are: [ClH:1].Cl.[NH2:3][C:4]([CH:15]1[CH2:20][CH2:19][NH:18][CH2:17][CH2:16]1)([CH2:8][CH2:9][CH2:10][CH2:11][B:12]([OH:14])[OH:13])[C:5]([OH:7])=[O:6].C(N(CC)CC)C.[C:28](OC(=O)C)(=[O:30])[CH3:29]. (2) Given the product [CH3:18][C@@:12]1([C:7]2[CH:6]=[CH:5][C:4]3[C:9](=[CH:10][CH:11]=[C:2]([O:1][C@H:28]4[CH2:29][CH2:30][C@@H:25]([CH3:24])[CH2:26][CH2:27]4)[CH:3]=3)[CH:8]=2)[CH2:16][O:15][C:14](=[O:17])[NH:13]1, predict the reactants needed to synthesize it. The reactants are: [OH:1][C:2]1[CH:3]=[C:4]2[C:9](=[CH:10][CH:11]=1)[CH:8]=[C:7]([C@:12]1([CH3:18])[CH2:16][O:15][C:14](=[O:17])[NH:13]1)[CH:6]=[CH:5]2.O1CCCC1.[CH3:24][C@H:25]1[CH2:30][CH2:29][C@H:28](O)[CH2:27][CH2:26]1.C1(P(C2C=CC=CC=2)C2C=CC=CC=2)C=CC=CC=1.N(C(OC(C)C)=O)=NC(OC(C)C)=O. (3) Given the product [Cl:1][C:2]1[C:7]2[N:8]([CH2:11][C:12]([NH:16][CH2:17][C:18]3[CH:23]=[CH:22][C:21]([C:24]([C:25]#[N:26])([CH3:28])[CH3:27])=[C:20]([F:29])[CH:19]=3)=[O:14])[CH:9]=[N:10][C:6]=2[CH:5]=[CH:4][CH:3]=1, predict the reactants needed to synthesize it. The reactants are: [Cl:1][C:2]1[C:7]2[N:8]([CH2:11][C:12]([OH:14])=O)[CH:9]=[N:10][C:6]=2[CH:5]=[CH:4][CH:3]=1.Cl.[NH2:16][CH2:17][C:18]1[CH:23]=[CH:22][C:21]([C:24]([CH3:28])([CH3:27])[C:25]#[N:26])=[C:20]([F:29])[CH:19]=1.CCN(CC)CC.CN(C(ON1N=NC2C=CC=NC1=2)=[N+](C)C)C.F[P-](F)(F)(F)(F)F. (4) Given the product [N:10]1([N:9]2[CH2:4][CH2:5][CH2:6][C:7]2=[O:8])[CH2:15][CH2:14][CH2:13][CH2:12][CH2:11]1, predict the reactants needed to synthesize it. The reactants are: [H-].[Na+].Cl[CH2:4][CH2:5][CH2:6][C:7]([NH:9][N:10]1[CH2:15][CH2:14][CH2:13][CH2:12][CH2:11]1)=[O:8].O. (5) Given the product [NH2:17][CH2:16][C:15]([N:12]1[CH2:13][CH2:14][C:10]2([C:4]3[C:5](=[CH:6][CH:7]=[C:2]([Br:1])[CH:3]=3)[N:8]([C:26]([NH:27][C:28]3[S:29][C:30]([Cl:33])=[CH:31][N:32]=3)=[O:34])[CH2:9]2)[CH2:11]1)=[O:25], predict the reactants needed to synthesize it. The reactants are: [Br:1][C:2]1[CH:3]=[C:4]2[C:10]3([CH2:14][CH2:13][N:12]([C:15](=[O:25])[CH2:16][NH:17]C(=O)OC(C)(C)C)[CH2:11]3)[CH2:9][N:8]([C:26](=[O:34])[NH:27][C:28]3[S:29][C:30]([Cl:33])=[CH:31][N:32]=3)[C:5]2=[CH:6][CH:7]=1.Cl.C(OCC)(=O)C. (6) Given the product [CH3:1][O:2][C:3](=[O:10])[CH:4]([NH:8][C:11](=[O:13])[CH3:12])[C:5](=[O:7])[CH3:6], predict the reactants needed to synthesize it. The reactants are: [CH3:1][O:2][C:3](=[O:10])[C:4](=[N:8]O)[C:5](=[O:7])[CH3:6].[C:11](O)(=[O:13])[CH3:12]. (7) Given the product [C:1]([O:5][C@@H:6]([C:11]1[C:36]([CH3:37])=[CH:35][C:14]2[N:15]=[C:16]([C:18]3[CH:19]=[C:20]4[C:24](=[CH:25][CH:26]=3)[N:23]([CH3:27])[N:22]=[C:21]4[C:48]3[CH:47]=[CH:16][N:15]=[CH:14][CH:13]=3)[S:17][C:13]=2[C:12]=1[C:38]1[CH:39]=[CH:40][C:41]([Cl:44])=[CH:42][CH:43]=1)[C:7]([OH:9])=[O:8])([CH3:2])([CH3:4])[CH3:3], predict the reactants needed to synthesize it. The reactants are: [C:1]([O:5][C@@H:6]([C:11]1[C:36]([CH3:37])=[CH:35][C:14]2[N:15]=[C:16]([C:18]3[CH:19]=[C:20]4[C:24](=[CH:25][CH:26]=3)[N:23]([CH3:27])[N:22]=[C:21]4C3C(C)=NC=CC=3)[S:17][C:13]=2[C:12]=1[C:38]1[CH:43]=[CH:42][C:41]([Cl:44])=[CH:40][CH:39]=1)[C:7]([O:9]C)=[O:8])([CH3:4])([CH3:3])[CH3:2].[OH-].[Na+].[CH3:47][CH2:48]O.